This data is from NCI-60 drug combinations with 297,098 pairs across 59 cell lines. The task is: Regression. Given two drug SMILES strings and cell line genomic features, predict the synergy score measuring deviation from expected non-interaction effect. (1) Drug 1: C1CCN(CC1)CCOC2=CC=C(C=C2)C(=O)C3=C(SC4=C3C=CC(=C4)O)C5=CC=C(C=C5)O. Drug 2: C1CN1P(=S)(N2CC2)N3CC3. Cell line: COLO 205. Synergy scores: CSS=16.0, Synergy_ZIP=1.93, Synergy_Bliss=8.87, Synergy_Loewe=-1.55, Synergy_HSA=-0.379. (2) Drug 1: C(=O)(N)NO. Drug 2: C#CCC(CC1=CN=C2C(=N1)C(=NC(=N2)N)N)C3=CC=C(C=C3)C(=O)NC(CCC(=O)O)C(=O)O. Cell line: HCT116. Synergy scores: CSS=1.77, Synergy_ZIP=5.38, Synergy_Bliss=4.99, Synergy_Loewe=-19.1, Synergy_HSA=-2.97. (3) Drug 1: CC1=C2C(C(=O)C3(C(CC4C(C3C(C(C2(C)C)(CC1OC(=O)C(C(C5=CC=CC=C5)NC(=O)OC(C)(C)C)O)O)OC(=O)C6=CC=CC=C6)(CO4)OC(=O)C)OC)C)OC. Drug 2: C1CC(=O)NC(=O)C1N2C(=O)C3=CC=CC=C3C2=O. Cell line: T-47D. Synergy scores: CSS=40.7, Synergy_ZIP=4.72, Synergy_Bliss=6.31, Synergy_Loewe=-13.3, Synergy_HSA=7.12. (4) Drug 1: C1CC(=O)NC(=O)C1N2CC3=C(C2=O)C=CC=C3N. Drug 2: CC1C(C(CC(O1)OC2CC(CC3=C2C(=C4C(=C3O)C(=O)C5=C(C4=O)C(=CC=C5)OC)O)(C(=O)C)O)N)O.Cl. Cell line: HS 578T. Synergy scores: CSS=12.6, Synergy_ZIP=-1.83, Synergy_Bliss=2.40, Synergy_Loewe=-17.4, Synergy_HSA=0.821. (5) Drug 1: C1CCC(CC1)NC(=O)N(CCCl)N=O. Drug 2: C1C(C(OC1N2C=C(C(=O)NC2=O)F)CO)O. Cell line: T-47D. Synergy scores: CSS=6.63, Synergy_ZIP=-2.32, Synergy_Bliss=1.38, Synergy_Loewe=1.48, Synergy_HSA=1.52.